Task: Regression. Given a peptide amino acid sequence and an MHC pseudo amino acid sequence, predict their binding affinity value. This is MHC class II binding data.. Dataset: Peptide-MHC class II binding affinity with 134,281 pairs from IEDB (1) The peptide sequence is APEDKYEAFVLHFSE. The MHC is DRB3_0202 with pseudo-sequence DRB3_0202. The binding affinity (normalized) is 0.239. (2) The peptide sequence is AYGIPKVPPGPNITA. The MHC is DRB1_0901 with pseudo-sequence DRB1_0901. The binding affinity (normalized) is 0.